This data is from Reaction yield outcomes from USPTO patents with 853,638 reactions. The task is: Predict the reaction yield, written as a fraction of the theoretical maximum amount of product (1.0 means a 100% yield; for example, 0.34 means a 34% yield). (1) The reactants are C(OP([CH2:9][C:10]1[CH:15]=[C:14]([O:16][CH3:17])[C:13]([CH2:18][CH2:19][CH3:20])=[C:12]([O:21][CH3:22])[CH:11]=1)(=O)OCC)C.[CH:23](=O)[C:24]1[CH:29]=[CH:28][C:27]([O:30][CH3:31])=[CH:26][CH:25]=1. No catalyst specified. The product is [CH3:17][O:16][C:14]1[CH:15]=[C:10]([CH:9]=[CH:23][C:24]2[CH:29]=[CH:28][C:27]([O:30][CH3:31])=[CH:26][CH:25]=2)[CH:11]=[C:12]([O:21][CH3:22])[C:13]=1[CH2:18][CH2:19][CH3:20]. The yield is 0.630. (2) The reactants are [CH3:1][O:2][C:3](=[O:29])[C@H:4]([CH2:19][C:20]1[CH:25]=[CH:24][C:23]([N+:26]([O-])=O)=[CH:22][CH:21]=1)[NH:5][C:6]([C:8]1([C:13]2[CH:18]=[CH:17][CH:16]=[CH:15][CH:14]=2)[CH2:12][CH2:11][CH2:10][CH2:9]1)=[O:7]. The catalyst is C(O)C. The product is [CH3:1][O:2][C:3](=[O:29])[C@H:4]([CH2:19][C:20]1[CH:21]=[CH:22][C:23]([NH2:26])=[CH:24][CH:25]=1)[NH:5][C:6]([C:8]1([C:13]2[CH:18]=[CH:17][CH:16]=[CH:15][CH:14]=2)[CH2:12][CH2:11][CH2:10][CH2:9]1)=[O:7]. The yield is 0.890. (3) The reactants are [Mg].II.[C:4]1([CH3:11])[CH:9]=[CH:8][C:7](Br)=[CH:6][CH:5]=1.[P:12]([O-:19])(OCC)OCC.Cl. The catalyst is C1COCC1.C1(C)C=CC=CC=1.O. The product is [CH3:11][C:4]1[CH:9]=[CH:8][C:7]([PH:12](=[O:19])[C:7]2[CH:8]=[CH:9][C:4]([CH3:11])=[CH:5][CH:6]=2)=[CH:6][CH:5]=1. The yield is 0.463. (4) The reactants are Cl[C:2]1[CH:12]=[CH:11][C:5]([C:6]([O:8][CH2:9][CH3:10])=[O:7])=[CH:4][C:3]=1[N+:13]([O-:15])=[O:14].C([O-])([O-])=O.[K+].[K+].Cl.[F:23][C:24]1([F:31])[CH2:29][CH2:28][CH:27]([NH2:30])[CH2:26][CH2:25]1. No catalyst specified. The product is [F:23][C:24]1([F:31])[CH2:29][CH2:28][CH:27]([NH:30][C:2]2[CH:12]=[CH:11][C:5]([C:6]([O:8][CH2:9][CH3:10])=[O:7])=[CH:4][C:3]=2[N+:13]([O-:15])=[O:14])[CH2:26][CH2:25]1. The yield is 0.560. (5) The reactants are Cl[C:2]([O:4][CH2:5][CH2:6][CH2:7][CH2:8][CH2:9][CH3:10])=[O:3].[CH:11]1[C:17]([NH2:18])=[N:16][C:14](=[O:15])[N:13]([C@@H:19]2[O:23][C@H:22]([CH2:24][OH:25])[C@@H:21]([OH:26])[C:20]2([F:28])[F:27])[CH:12]=1.Cl. No catalyst specified. The product is [F:28][C:20]1([F:27])[C@H:21]([OH:26])[C@@H:22]([CH2:24][OH:25])[O:23][C@H:19]1[N:13]1[CH:12]=[CH:11][C:17]([NH:18][C:2]([O:4][CH2:5][CH2:6][CH2:7][CH2:8][CH2:9][CH3:10])=[O:3])=[N:16][C:14]1=[O:15]. The yield is 0.990. (6) The reactants are [O:1]([CH:9]([CH3:17])[CH2:10][C:11]#[C:12][C:13]([O:15][CH3:16])=[O:14])[Si:2]([C:5]([CH3:8])([CH3:7])[CH3:6])([CH3:4])[CH3:3].ClC1=C(Cl)C(OC1=O)=O.C1(NC2C=CC3C(=CC=CC=3)C=2)C=CC=CC=1.[CH3:44][O:45][C:46]1CC[CH:49]=[CH:48][CH:47]=1. No catalyst specified. The product is [O:1]([CH:9]([CH3:17])[CH2:10][C:11]1[CH:49]=[CH:48][CH:47]=[C:46]([O:45][CH3:44])[C:12]=1[C:13]([O:15][CH3:16])=[O:14])[Si:2]([C:5]([CH3:8])([CH3:7])[CH3:6])([CH3:3])[CH3:4]. The yield is 0.460. (7) The reactants are Br[CH2:2][C:3]([C:5]1[CH:10]=[CH:9][CH:8]=[CH:7][C:6]=1[N+:11]([O-:13])=[O:12])=O.[NH2:14][C:15]([NH2:17])=[S:16]. The catalyst is CCO. The product is [N+:11]([C:6]1[CH:7]=[CH:8][CH:9]=[CH:10][C:5]=1[C:3]1[N:14]=[C:15]([NH2:17])[S:16][CH:2]=1)([O-:13])=[O:12]. The yield is 1.00. (8) The yield is 0.560. The catalyst is C(O)C. The reactants are [NH2:1][C:2]1[N:7]=[CH:6][N:5]=[C:4]2[N:8]([CH2:25][C@H:26]3[CH2:30][CH2:29][CH2:28][N:27]3[C:31](=[O:35])[CH2:32][C:33]#[N:34])[N:9]=[C:10]([C:11]3[CH:16]=[CH:15][C:14]([O:17][C:18]4[CH:23]=[CH:22][CH:21]=[CH:20][CH:19]=4)=[CH:13][C:12]=3[F:24])[C:3]=12.[CH3:36][C:37]([N:41]1[CH2:46][CH2:45][O:44][CH2:43][CH2:42]1)([CH3:40])[CH:38]=O.N1CCCCC1. The product is [NH2:1][C:2]1[N:7]=[CH:6][N:5]=[C:4]2[N:8]([CH2:25][C@@H:26]3[CH2:30][CH2:29][CH2:28][N:27]3[C:31]([C:32](=[CH:36][C:37]([CH3:40])([N:41]3[CH2:46][CH2:45][O:44][CH2:43][CH2:42]3)[CH3:38])[C:33]#[N:34])=[O:35])[N:9]=[C:10]([C:11]3[CH:16]=[CH:15][C:14]([O:17][C:18]4[CH:19]=[CH:20][CH:21]=[CH:22][CH:23]=4)=[CH:13][C:12]=3[F:24])[C:3]=12. (9) The reactants are C(N(CC)CC)C.[Cl:8][C:9]1[CH:29]=[CH:28][C:12]([O:13][C:14]2[CH:19]=[CH:18][C:17]([C:20](OC)=[C:21]([C:24]#[N:25])[C:22]#[N:23])=[CH:16][CH:15]=2)=[CH:11][CH:10]=1.Cl.[CH2:31]([O:38][C:39]([N:41]1[CH2:46][CH2:45][CH2:44][CH:43]([NH:47][NH2:48])[CH2:42]1)=[O:40])[C:32]1[CH:37]=[CH:36][CH:35]=[CH:34][CH:33]=1. The catalyst is C(O)C. The product is [NH2:25][C:24]1[N:47]([CH:43]2[CH2:44][CH2:45][CH2:46][N:41]([C:39]([O:38][CH2:31][C:32]3[CH:37]=[CH:36][CH:35]=[CH:34][CH:33]=3)=[O:40])[CH2:42]2)[N:48]=[C:20]([C:17]2[CH:16]=[CH:15][C:14]([O:13][C:12]3[CH:28]=[CH:29][C:9]([Cl:8])=[CH:10][CH:11]=3)=[CH:19][CH:18]=2)[C:21]=1[C:22]#[N:23]. The yield is 0.700. (10) The reactants are [F:1][C:2]1[CH:3]=[C:4]2[C:9](=[CH:10][CH:11]=1)[O:8][C@H:7]([C@H:12]([OH:15])[CH2:13]O)[CH2:6][CH2:5]2.N1C=CC=CC=1.S(Cl)(C1C=CC(C)=CC=1)(=O)=O.C(=O)([O-])[O-].[K+].[K+]. The catalyst is ClCCl.CO.O. The product is [F:1][C:2]1[CH:3]=[C:4]2[C:9](=[CH:10][CH:11]=1)[O:8][C@H:7]([C@H:12]1[CH2:13][O:15]1)[CH2:6][CH2:5]2. The yield is 0.120.